From a dataset of Forward reaction prediction with 1.9M reactions from USPTO patents (1976-2016). Predict the product of the given reaction. Given the reactants [C:1]([O:5][C:6]([N:8]1[CH2:13][CH2:12][N:11]([S:14]([C:17]2[CH:22]=[CH:21][C:20]([CH3:23])=[C:19]([N+:24]([O-])=O)[CH:18]=2)(=[O:16])=[O:15])[CH2:10][CH2:9]1)=[O:7])([CH3:4])([CH3:3])[CH3:2].[CH3:27]N(C)C=O, predict the reaction product. The product is: [C:1]([O:5][C:6]([N:8]1[CH2:13][CH2:12][N:11]([S:14]([C:17]2[CH:18]=[C:19]3[C:20]([CH:23]=[CH:27][NH:24]3)=[CH:21][CH:22]=2)(=[O:16])=[O:15])[CH2:10][CH2:9]1)=[O:7])([CH3:4])([CH3:3])[CH3:2].